The task is: Predict the reactants needed to synthesize the given product.. This data is from Full USPTO retrosynthesis dataset with 1.9M reactions from patents (1976-2016). (1) Given the product [NH2:7][CH2:6][C:5]1[CH:8]=[C:9]([C:10]([F:12])([F:13])[F:11])[C:2]([NH2:1])=[C:3]([I:14])[CH:4]=1, predict the reactants needed to synthesize it. The reactants are: [NH2:1][C:2]1[C:9]([C:10]([F:13])([F:12])[F:11])=[CH:8][C:5]([C:6]#[N:7])=[CH:4][C:3]=1[I:14].CO. (2) Given the product [C:4]([O:3][C:1]([N:8]1[CH2:13][CH2:12][CH2:11][CH:10]([N:19]([CH2:18][CH2:17][O:16][CH3:15])[CH3:20])[CH2:9]1)=[O:2])([CH3:7])([CH3:6])[CH3:5], predict the reactants needed to synthesize it. The reactants are: [C:1]([N:8]1[CH2:13][CH2:12][CH2:11][C:10](=O)[CH2:9]1)([O:3][C:4]([CH3:7])([CH3:6])[CH3:5])=[O:2].[CH3:15][O:16][CH2:17][CH2:18][NH:19][CH3:20].C(O[BH-](OC(=O)C)OC(=O)C)(=O)C.[Na+].C(O)(=O)C.